The task is: Predict the reactants needed to synthesize the given product.. This data is from Full USPTO retrosynthesis dataset with 1.9M reactions from patents (1976-2016). Given the product [CH3:4][CH2:3][CH2:2][C:1]([O:6][CH2:7][CH:8]([C:9]([CH3:16])=[CH2:10])[CH2:13][CH:12]=[C:11]([CH3:15])[CH3:14])=[O:5], predict the reactants needed to synthesize it. The reactants are: [C:1]([O:6][CH2:7][CH:8]1[CH2:13][CH2:12][C:11]([CH3:15])([CH3:14])[CH:10]=[C:9]1[CH3:16])(=[O:5])[CH2:2][CH2:3][CH3:4].CC(C)=CC[C@H](C(C)=C)CO.C(Cl)(=O)CCC.